Dataset: Forward reaction prediction with 1.9M reactions from USPTO patents (1976-2016). Task: Predict the product of the given reaction. (1) Given the reactants [N:1]1[CH:6]=[CH:5][CH:4]=[CH:3][C:2]=1[CH:7]=O.C(O)(=O)[CH2:10][C:11]([OH:13])=[O:12].N1CCCCC1.Cl, predict the reaction product. The product is: [N:1]1[CH:6]=[CH:5][CH:4]=[CH:3][C:2]=1/[CH:7]=[CH:10]/[C:11]([OH:13])=[O:12]. (2) Given the reactants Br[C:2]1[CH:7]=[CH:6][C:5]([S:8]([NH2:11])(=[O:10])=[O:9])=[CH:4][CH:3]=1.C([O-])(=O)C.[K+].[Cl:17][C:18]1[CH:23]=[CH:22][C:21]([C:24]2[N:25]=[C:26]([N:29]([CH2:35][CH3:36])[C:30]([CH:32]3[CH2:34][CH2:33]3)=[O:31])[S:27][CH:28]=2)=[CH:20][CH:19]=1, predict the reaction product. The product is: [Cl:17][C:18]1[CH:19]=[CH:20][C:21]([C:24]2[N:25]=[C:26]([N:29]([CH2:35][CH3:36])[C:30]([CH:32]3[CH2:33][CH2:34]3)=[O:31])[S:27][C:28]=2[C:2]2[CH:7]=[CH:6][C:5]([S:8](=[O:10])(=[O:9])[NH2:11])=[CH:4][CH:3]=2)=[CH:22][CH:23]=1. (3) Given the reactants [CH3:1][O:2][C:3](=[O:32])[CH2:4][C:5]1([N:16]2[CH2:21][CH2:20][CH:19]([NH:22][C@@H:23]3[CH2:25][C@H:24]3[C:26]3[CH:31]=[CH:30][CH:29]=[CH:28][CH:27]=3)[CH2:18][CH2:17]2)[CH2:8][N:7]([C:9]([O:11][C:12]([CH3:15])([CH3:14])[CH3:13])=[O:10])[CH2:6]1.C(N(CC)C(C)C)(C)C.[F:42][C:43]([F:54])([F:53])[C:44](O[C:44](=[O:45])[C:43]([F:54])([F:53])[F:42])=[O:45], predict the reaction product. The product is: [CH3:1][O:2][C:3](=[O:32])[CH2:4][C:5]1([N:16]2[CH2:17][CH2:18][CH:19]([N:22]([C@@H:23]3[CH2:25][C@H:24]3[C:26]3[CH:27]=[CH:28][CH:29]=[CH:30][CH:31]=3)[C:44](=[O:45])[C:43]([F:54])([F:53])[F:42])[CH2:20][CH2:21]2)[CH2:8][N:7]([C:9]([O:11][C:12]([CH3:15])([CH3:14])[CH3:13])=[O:10])[CH2:6]1. (4) Given the reactants [F:1][C:2]([C:5]1[S:9][C:8]2=[N:10][C:11]([C:13]([NH:15][C:16]3[C:21]([CH3:22])=[CH:20][CH:19]=[CH:18][C:17]=3[OH:23])=O)=[CH:12][N:7]2[N:6]=1)([F:4])[CH3:3].C(O)(C)=O.FC(C(O)=O)(F)F, predict the reaction product. The product is: [F:1][C:2]([C:5]1[S:9][C:8]2=[N:10][C:11]([C:13]3[O:23][C:17]4[CH:18]=[CH:19][CH:20]=[C:21]([CH3:22])[C:16]=4[N:15]=3)=[CH:12][N:7]2[N:6]=1)([F:4])[CH3:3]. (5) Given the reactants Br[CH:2]1[CH2:6][CH2:5][N:4]([C:7]2[CH:12]=[CH:11][C:10]([O:13][CH2:14][C:15]([CH3:26])([O:17][CH2:18][O:19][CH2:20][CH2:21][Si:22]([CH3:25])([CH3:24])[CH3:23])[CH3:16])=[C:9]([O:27][CH3:28])[CH:8]=2)[C:3]1=[O:29].[F:30][C:31]([F:41])([F:40])[O:32][C:33]1[CH:38]=[CH:37][C:36]([OH:39])=[CH:35][CH:34]=1, predict the reaction product. The product is: [CH3:28][O:27][C:9]1[CH:8]=[C:7]([N:4]2[CH2:5][CH2:6][CH:2]([O:39][C:36]3[CH:37]=[CH:38][C:33]([O:32][C:31]([F:30])([F:40])[F:41])=[CH:34][CH:35]=3)[C:3]2=[O:29])[CH:12]=[CH:11][C:10]=1[O:13][CH2:14][C:15]([CH3:26])([O:17][CH2:18][O:19][CH2:20][CH2:21][Si:22]([CH3:25])([CH3:24])[CH3:23])[CH3:16]. (6) Given the reactants Cl[Si](C)(C)C.[Cl:6][CH2:7][CH2:8][CH2:9][C:10]([C:12]1[C:20]2[C:15](=[CH:16][CH:17]=[C:18]([C:21]#[N:22])[CH:19]=2)[NH:14][CH:13]=1)=O.C(#N)C.C([BH3-])#N.[Na+], predict the reaction product. The product is: [Cl:6][CH2:7][CH2:8][CH2:9][CH2:10][C:12]1[C:20]2[C:15](=[CH:16][CH:17]=[C:18]([C:21]#[N:22])[CH:19]=2)[NH:14][CH:13]=1. (7) Given the reactants [Cl:1][C:2]1[N:6]2[C:7]([CH2:12][C:13]3[CH:18]=[CH:17][C:16]([F:19])=[C:15]([C:20]([N:22]4[CH2:27][CH2:26][C:25](=O)[CH2:24][CH2:23]4)=[O:21])[CH:14]=3)=[CH:8][NH:9][C:10](=[O:11])[C:5]2=[CH:4][C:3]=1[Cl:29].Cl.[F:31][C:32]1([F:36])[CH2:35][NH:34][CH2:33]1.CCN(C(C)C)C(C)C.[OH2:46].[CH3:47][OH:48], predict the reaction product. The product is: [F:31][C:32]([F:36])([F:19])[C:47]([O-:48])=[O:46].[Cl:1][C:2]1[N:6]2[C:7]([CH2:12][C:13]3[CH:18]=[CH:17][C:16]([F:19])=[C:15]([CH:14]=3)[C:20]([N:22]3[CH2:23][CH2:24][CH:25]([NH+:34]4[CH2:35][C:32]([F:36])([F:31])[CH2:33]4)[CH2:26][CH2:27]3)=[O:21])=[CH:8][NH:9][C:10](=[O:11])[C:5]2=[CH:4][C:3]=1[Cl:29].